From a dataset of Forward reaction prediction with 1.9M reactions from USPTO patents (1976-2016). Predict the product of the given reaction. (1) Given the reactants [CH3:1][N:2]([CH3:13])[C:3](=[O:12])[CH2:4][C:5](=[O:11])[C:6](OCC)=[O:7].[NH3:14], predict the reaction product. The product is: [CH3:1][N:2]([CH3:13])[C:3](=[O:12])[CH2:4][C:5](=[O:11])[C:6]([NH2:14])=[O:7]. (2) Given the reactants [OH-].[Na+].[CH:3]1([C:9]2[C:10]3[CH:11]=[CH:12][C:13]([C:29]([O:31]C)=[O:30])=[CH:14][C:15]=3[N:16]3[CH2:22][CH:21]([CH2:23][OH:24])[CH2:20][C:19]4[CH:25]=[CH:26][CH:27]=[CH:28][C:18]=4[C:17]=23)[CH2:8][CH2:7][CH2:6][CH2:5][CH2:4]1.Cl, predict the reaction product. The product is: [CH:3]1([C:9]2[C:10]3[CH:11]=[CH:12][C:13]([C:29]([OH:31])=[O:30])=[CH:14][C:15]=3[N:16]3[CH2:22][CH:21]([CH2:23][OH:24])[CH2:20][C:19]4[CH:25]=[CH:26][CH:27]=[CH:28][C:18]=4[C:17]=23)[CH2:4][CH2:5][CH2:6][CH2:7][CH2:8]1.